Dataset: Full USPTO retrosynthesis dataset with 1.9M reactions from patents (1976-2016). Task: Predict the reactants needed to synthesize the given product. (1) Given the product [OH:49][CH2:48][C:47]([NH:46][C:21]([C:17]1[N:18]([CH3:20])[N:19]=[C:15]([O:14][CH2:13][C:12]2[C:8]([C:5]3[CH:6]=[CH:7][C:2]([Cl:1])=[CH:3][CH:4]=3)=[N:9][O:10][C:11]=2[CH2:24][OH:25])[CH:16]=1)=[O:22])([CH3:51])[CH3:50], predict the reactants needed to synthesize it. The reactants are: [Cl:1][C:2]1[CH:7]=[CH:6][C:5]([C:8]2[C:12]([CH2:13][O:14][C:15]3[CH:16]=[C:17]([C:21](O)=[O:22])[N:18]([CH3:20])[N:19]=3)=[C:11]([CH2:24][OH:25])[O:10][N:9]=2)=[CH:4][CH:3]=1.O.ON1C2C=CC=CC=2N=N1.C(N(C(C)C)C(C)C)C.[NH2:46][C:47]([CH3:51])([CH3:50])[CH2:48][OH:49].[Cl-].[Na+]. (2) Given the product [N:8]1([CH2:13][C:14]2[CH:19]=[CH:18][C:17]([C:20]3[CH:24]=[C:23]([CH2:25][CH2:26][CH2:27][CH3:28])[S:22][C:21]=3[S:29]([NH2:32])(=[O:31])=[O:30])=[CH:16][CH:15]=2)[CH:12]=[CH:11][N:10]=[CH:9]1, predict the reactants needed to synthesize it. The reactants are: FC(F)(F)C(O)=O.[N:8]1([CH2:13][C:14]2[CH:19]=[CH:18][C:17]([C:20]3[CH:24]=[C:23]([CH2:25][CH2:26][CH2:27][CH3:28])[S:22][C:21]=3[S:29]([NH:32]C(C)(C)C)(=[O:31])=[O:30])=[CH:16][CH:15]=2)[CH:12]=[CH:11][N:10]=[CH:9]1.BrC1C=CC(CN2C=CN=C2)=CC=1. (3) Given the product [ClH:19].[ClH:19].[Br:17][C:14]1[CH:15]=[N:16][C:11]([C:8]2([NH2:7])[CH2:9][CH2:10]2)=[N:12][CH:13]=1, predict the reactants needed to synthesize it. The reactants are: C(OC(=O)[NH:7][C:8]1([C:11]2[N:16]=[CH:15][C:14]([Br:17])=[CH:13][N:12]=2)[CH2:10][CH2:9]1)(C)(C)C.[ClH:19].O1CCOCC1. (4) Given the product [CH2:28]([CH:25]1[CH2:26][CH2:27][N:22]([C:20]([C:17]2[S:18][CH:19]=[C:15]([C:11]3[C:10]([O:35][CH2:55][CH2:56][CH2:57][C:58]([O:60][CH2:61][CH3:62])=[O:59])=[C:9]([Br:36])[C:8]([OH:7])=[C:13]([Br:14])[CH:12]=3)[N:16]=2)=[O:21])[CH2:23][CH2:24]1)[C:29]1[CH:30]=[CH:31][CH:32]=[CH:33][CH:34]=1, predict the reactants needed to synthesize it. The reactants are: C([O:7][C:8]1[C:13]([Br:14])=[CH:12][C:11]([C:15]2[N:16]=[C:17]([C:20]([N:22]3[CH2:27][CH2:26][CH:25]([CH2:28][C:29]4[CH:34]=[CH:33][CH:32]=[CH:31][CH:30]=4)[CH2:24][CH2:23]3)=[O:21])[S:18][CH:19]=2)=[C:10]([OH:35])[C:9]=1[Br:36])(=O)C(C)(C)C.C[Si]([N-][Si](C)(C)C)(C)C.[K+].C1(C)C=CC=CC=1.Br[CH2:55][CH2:56][CH2:57][C:58]([O:60][CH2:61][CH3:62])=[O:59]. (5) Given the product [Br:7][C:8]1[CH:27]=[CH:26][C:11]([NH:12][C:13]2[C:22]3[C:17](=[CH:18][C:19]([O:25][CH2:42][CH:39]4[CH2:40][CH2:41][N:36]([C:34]([O:33][C:29]([CH3:30])([CH3:32])[CH3:31])=[O:35])[CH2:37][CH2:38]4)=[C:20]([O:23][CH3:24])[CH:21]=3)[N:16]=[CH:15][N:14]=2)=[C:10]([F:28])[CH:9]=1, predict the reactants needed to synthesize it. The reactants are: C(=O)([O-])[O-].[K+].[K+].[Br:7][C:8]1[CH:27]=[CH:26][C:11]([NH:12][C:13]2[C:22]3[C:17](=[CH:18][C:19]([OH:25])=[C:20]([O:23][CH3:24])[CH:21]=3)[N:16]=[CH:15][N:14]=2)=[C:10]([F:28])[CH:9]=1.[C:29]([O:33][C:34]([N:36]1[CH2:41][CH2:40][CH:39]([CH2:42]OS(C2C=CC(C)=CC=2)(=O)=O)[CH2:38][CH2:37]1)=[O:35])([CH3:32])([CH3:31])[CH3:30]. (6) Given the product [C:1]([C:3]1[CH:42]=[CH:41][CH:40]=[CH:39][C:4]=1[C:5]([N:7]1[CH2:8][CH:9]=[C:10]([C:13]2[CH:34]=[CH:33][C:16]([C:17]([NH:19][C:20]([NH2:22])=[NH:21])=[O:18])=[CH:15][C:14]=2[C:35]([F:38])([F:36])[F:37])[CH2:11][CH2:12]1)=[O:6])#[N:2], predict the reactants needed to synthesize it. The reactants are: [C:1]([C:3]1[CH:42]=[CH:41][CH:40]=[CH:39][C:4]=1[C:5]([N:7]1[CH2:12][CH:11]=[C:10]([C:13]2[CH:34]=[CH:33][C:16]([C:17]([NH:19][C:20]([NH:22]C(OCC3C=CC=CC=3)=O)=[NH:21])=[O:18])=[CH:15][C:14]=2[C:35]([F:38])([F:37])[F:36])[CH2:9][CH2:8]1)=[O:6])#[N:2]. (7) Given the product [F:9][C:10]1[CH:11]=[C:12]([N:24]2[CH2:28][C@H:27]([CH2:29][NH:30][C:1](=[S:3])[CH3:2])[O:26][C:25]2=[O:31])[CH:13]=[CH:14][C:15]=1[CH:16]1[CH2:17][CH2:18][S:19](=[O:22])(=[O:23])[CH2:20][CH2:21]1, predict the reactants needed to synthesize it. The reactants are: [C:1](SCC)(=[S:3])[CH3:2].[F-].[Na+].[F:9][C:10]1[CH:11]=[C:12]([N:24]2[CH2:28][C@H:27]([CH2:29][NH2:30])[O:26][C:25]2=[O:31])[CH:13]=[CH:14][C:15]=1[CH:16]1[CH2:21][CH2:20][S:19](=[O:23])(=[O:22])[CH2:18][CH2:17]1.[OH-].[K+]. (8) Given the product [CH3:6][N:7]1[C:12](=[O:13])[C:11]2[CH:14]=[C:15]([N+:17]([O-:19])=[O:18])[S:16][C:10]=2[N:9]=[N:8]1, predict the reactants needed to synthesize it. The reactants are: S(=O)(=O)(O)O.[CH3:6][N:7]1[C:12](=[O:13])[C:11]2[CH:14]=[CH:15][S:16][C:10]=2[N:9]=[N:8]1.[N+:17]([O-])([OH:19])=[O:18]. (9) Given the product [C:1]([O:5][C:6]([NH:8][C@H:9]([CH2:15][CH:16]1[CH2:21][CH2:20][CH2:19][CH2:18][CH2:17]1)[CH:10]([OH:14])[C:11]([NH:31][O:30][CH2:23][C:24]1[CH:29]=[CH:28][CH:27]=[CH:26][CH:25]=1)=[O:13])=[O:7])([CH3:2])([CH3:3])[CH3:4], predict the reactants needed to synthesize it. The reactants are: [C:1]([O:5][C:6]([NH:8][C@H:9]([CH2:15][CH:16]1[CH2:21][CH2:20][CH2:19][CH2:18][CH2:17]1)[CH:10]([OH:14])[C:11]([OH:13])=O)=[O:7])([CH3:4])([CH3:3])[CH3:2].Cl.[CH2:23]([O:30][NH2:31])[C:24]1[CH:29]=[CH:28][CH:27]=[CH:26][CH:25]=1.Cl.CN(C)CCCN=C=NCC.ON1C2C=CC=CC=2N=N1.CN1CCOCC1.